This data is from Forward reaction prediction with 1.9M reactions from USPTO patents (1976-2016). The task is: Predict the product of the given reaction. (1) Given the reactants [F:1][C:2]1[CH:3]=[C:4]([CH:6]=[CH:7][CH:8]=1)[NH2:5].Cl.Cl[C:11]1[N:16]=[C:15]([NH:17][C@@H:18]2[CH2:26][C@H:25]3[N:21]([CH2:22][CH2:23][CH2:24]3)[C:20]([CH3:28])([CH3:27])[CH2:19]2)[C:14]([F:29])=[CH:13][N:12]=1.CC1C=CC(S(O)(=O)=[O:38])=CC=1.O.C[CH:43]([OH:45])[CH3:44], predict the reaction product. The product is: [CH3:27][C:20]1([CH3:28])[CH2:19][C@H:18]([NH:17][C:15]2[C:14]([F:29])=[CH:13][N:12]=[C:11]([NH:5][C:4]3[CH:6]=[CH:7][C:8]([O:38][CH2:44][CH2:43][OH:45])=[C:2]([F:1])[CH:3]=3)[N:16]=2)[CH2:26][C@H:25]2[N:21]1[CH2:22][CH2:23][CH2:24]2. (2) Given the reactants [CH3:1][O:2][C:3]([C:5]1([O:9][C:10]2[CH:15]=[CH:14][C:13]([Cl:16])=[CH:12][C:11]=2/[CH:17]=[C:18]2\[C:19](=[O:28])[NH:20][C:21]3[C:26]\2=[CH:25][CH:24]=[C:23]([Cl:27])[CH:22]=3)[CH2:8][CH2:7][CH2:6]1)=[O:4].[C:29]([O:33][C:34](O[C:34]([O:33][C:29]([CH3:32])([CH3:31])[CH3:30])=[O:35])=[O:35])([CH3:32])([CH3:31])[CH3:30], predict the reaction product. The product is: [C:29]([O:33][C:34]([N:20]1[C:21]2[C:26](=[CH:25][CH:24]=[C:23]([Cl:27])[CH:22]=2)/[C:18](=[CH:17]/[C:11]2[CH:12]=[C:13]([Cl:16])[CH:14]=[CH:15][C:10]=2[O:9][C:5]2([C:3]([O:2][CH3:1])=[O:4])[CH2:8][CH2:7][CH2:6]2)/[C:19]1=[O:28])=[O:35])([CH3:32])([CH3:31])[CH3:30]. (3) Given the reactants C(O[K])(C)(C)C.[NH:7]1[CH:11]=[CH:10][CH:9]=[N:8]1.Cl[C:13]1[N:18]=[C:17]([C:19]2[CH:24]=[CH:23][CH:22]=[CH:21][N:20]=2)[CH:16]=[CH:15][CH:14]=1, predict the reaction product. The product is: [CH:23]1[CH:22]=[CH:21][N:20]=[C:19]([C:17]2[CH:16]=[CH:15][CH:14]=[CH:13][N:18]=2)[CH:24]=1.[NH:7]1[CH:11]=[CH:10][CH:9]=[N:8]1. (4) Given the reactants [CH3:1][O:2][C:3]1[CH:8]=[CH:7][C:6]([NH:9][C:10]2[CH:11]=[CH:12][C:13]([C:16]#[N:17])=[N:14][CH:15]=2)=[C:5]([C:18]([F:21])([F:20])[F:19])[CH:4]=1.N, predict the reaction product. The product is: [NH2:17][CH2:16][C:13]1[N:14]=[CH:15][C:10]([NH:9][C:6]2[CH:7]=[CH:8][C:3]([O:2][CH3:1])=[CH:4][C:5]=2[C:18]([F:21])([F:19])[F:20])=[CH:11][CH:12]=1. (5) Given the reactants [CH3:1][C:2]1([CH3:14])[CH:4]2[CH2:5][C:6]3[C:10]([CH:3]12)=[N:9][NH:8][C:7]=3[C:11]([NH2:13])=O.FC(F)(F)C(OC(=O)C(F)(F)F)=O.C(OCC)(=O)C, predict the reaction product. The product is: [CH3:1][C:2]1([CH3:14])[CH:4]2[CH2:5][C:6]3[C:10]([CH:3]12)=[N:9][NH:8][C:7]=3[C:11]#[N:13]. (6) Given the reactants C1(C(O)CCN2CCC(N(CC)C(=O)[CH2:18][C:19]3[CH:24]=[CH:23][C:22]([S:25]([CH3:28])(=[O:27])=[O:26])=[CH:21][CH:20]=3)CC2)C=CC=CC=1.C([N:35]([CH2:38]C)CC)C.CS(Cl)(=O)=[O:42], predict the reaction product. The product is: [CH3:28][S:25]([C:22]1[CH:21]=[CH:20][C:19]([CH2:18][N:35]=[C:38]=[O:42])=[CH:24][CH:23]=1)(=[O:26])=[O:27]. (7) Given the reactants [OH:1][CH:2]1[CH2:7][CH2:6][NH:5][CH2:4][CH2:3]1.C(N(CC)CC)C.[C:15](O[C:15]([O:17][C:18]([CH3:21])([CH3:20])[CH3:19])=[O:16])([O:17][C:18]([CH3:21])([CH3:20])[CH3:19])=[O:16], predict the reaction product. The product is: [OH:1][CH:2]1[CH2:7][CH2:6][N:5]([C:15]([O:17][C:18]([CH3:21])([CH3:20])[CH3:19])=[O:16])[CH2:4][CH2:3]1. (8) The product is: [Si:17]([O:16][CH2:15][CH2:14][C:13]1[CH:24]=[CH:25][C:10]([NH:35][CH2:34][CH2:33][CH:32]([C:26]2[CH:31]=[CH:30][CH:29]=[CH:28][CH:27]=2)[C:36]2[CH:41]=[CH:40][CH:39]=[CH:38][CH:37]=2)=[CH:11][CH:12]=1)([C:20]([CH3:23])([CH3:22])[CH3:21])([CH3:19])[CH3:18]. Given the reactants N1CCC[C@H]1C(O)=O.Br[C:10]1[CH:25]=[CH:24][C:13]([CH2:14][CH2:15][O:16][Si:17]([C:20]([CH3:23])([CH3:22])[CH3:21])([CH3:19])[CH3:18])=[CH:12][CH:11]=1.[C:26]1([CH:32]([C:36]2[CH:41]=[CH:40][CH:39]=[CH:38][CH:37]=2)[CH2:33][CH2:34][NH2:35])[CH:31]=[CH:30][CH:29]=[CH:28][CH:27]=1.P([O-])([O-])([O-])=O.[K+].[K+].[K+], predict the reaction product. (9) Given the reactants [NH2:1][C:2]1[N:10]=[CH:9][N:8]=[C:7]2[C:3]=1[N:4]=[CH:5][N:6]2[C@H:11]1[C@@H:15]2[O:16][C:17]([CH3:20])([CH3:19])[O:18][C@@H:14]2[C@:13]([CH2:24][OH:25])([N:21]=[N+:22]=[N-:23])[O:12]1.C[Si](Cl)(C)C.[C:31](Cl)([C:33]1[CH:38]=[CH:37][CH:36]=[CH:35][CH:34]=1)=[O:32].CO, predict the reaction product. The product is: [N:21]([C@@:13]1([CH2:24][OH:25])[C@H:14]2[O:18][C:17]([CH3:20])([CH3:19])[O:16][C@H:15]2[C@H:11]([N:6]2[CH:5]=[N:4][C:3]3[C:7]2=[N:8][CH:9]=[N:10][C:2]=3[NH:1][C:31](=[O:32])[C:33]2[CH:38]=[CH:37][CH:36]=[CH:35][CH:34]=2)[O:12]1)=[N+:22]=[N-:23]. (10) Given the reactants [NH2:1][C@@:2]1([C:11]2[CH:16]=[CH:15][CH:14]=[CH:13][C:12]=2[F:17])[CH2:6][C@@H:5]([O:7][CH3:8])[CH2:4][C@H:3]1[CH2:9][OH:10].[C:18]1([CH2:31][O:32][C:33]([N:35]=[C:36]=[S:37])=[O:34])[C:30]2[CH2:29][C:28]3[C:23](=[CH:24][CH:25]=[CH:26][CH:27]=3)[C:22]=2[CH:21]=[CH:20][CH:19]=1, predict the reaction product. The product is: [CH:26]1[C:27]2[CH:18]([CH2:31][O:32][C:33](=[O:34])[NH:35][C:36]([NH:1][C@@:2]3([C:11]4[CH:16]=[CH:15][CH:14]=[CH:13][C:12]=4[F:17])[CH2:6][C@@H:5]([O:7][CH3:8])[CH2:4][C@H:3]3[CH2:9][OH:10])=[S:37])[C:30]3[C:29](=[CH:19][CH:20]=[CH:21][CH:22]=3)[C:28]=2[CH:23]=[CH:24][CH:25]=1.